From a dataset of Peptide-MHC class I binding affinity with 185,985 pairs from IEDB/IMGT. Regression. Given a peptide amino acid sequence and an MHC pseudo amino acid sequence, predict their binding affinity value. This is MHC class I binding data. (1) The binding affinity (normalized) is 0.585. The MHC is HLA-C07:01 with pseudo-sequence HLA-C07:01. The peptide sequence is FTSSFYNYV. (2) The peptide sequence is RERIRYFHY. The MHC is HLA-A26:01 with pseudo-sequence HLA-A26:01. The binding affinity (normalized) is 0.0847. (3) The peptide sequence is EFTTFVEI. The MHC is H-2-Db with pseudo-sequence H-2-Db. The binding affinity (normalized) is 0. (4) The peptide sequence is SPRSRNRSF. The MHC is HLA-B57:01 with pseudo-sequence HLA-B57:01. The binding affinity (normalized) is 0.0847. (5) The peptide sequence is QLMCQPILL. The MHC is HLA-A02:06 with pseudo-sequence HLA-A02:06. The binding affinity (normalized) is 0.599. (6) The peptide sequence is DPEKFNARMA. The MHC is HLA-B54:01 with pseudo-sequence HLA-B54:01. The binding affinity (normalized) is 0.360. (7) The peptide sequence is LMTAISQGI. The MHC is HLA-A68:01 with pseudo-sequence HLA-A68:01. The binding affinity (normalized) is 0.